This data is from Forward reaction prediction with 1.9M reactions from USPTO patents (1976-2016). The task is: Predict the product of the given reaction. (1) Given the reactants [Br:1][C:2]1[C:11]2[N:10]=[CH:9][CH:8]=[CH:7][C:6]=2[C:5]([CH:12]=O)=[CH:4][CH:3]=1.[NH2:14][OH:15], predict the reaction product. The product is: [Br:1][C:2]1[C:11]2[N:10]=[CH:9][CH:8]=[CH:7][C:6]=2[C:5]([CH:12]=[N:14][OH:15])=[CH:4][CH:3]=1. (2) The product is: [CH3:1][O:2][C:3](=[O:24])[CH2:4][CH:5]1[CH2:14][C:13]2[C:8](=[CH:9][C:10]([O:15][CH2:35][CH2:34][CH2:33][CH2:32][NH:31][C:30]([O:29][C:25]([CH3:26])([CH3:28])[CH3:27])=[O:37])=[CH:11][CH:12]=2)[N:7]([CH2:16][C:17]2[CH:22]=[CH:21][CH:20]=[CH:19][CH:18]=2)[C:6]1=[O:23]. Given the reactants [CH3:1][O:2][C:3](=[O:24])[CH2:4][CH:5]1[CH2:14][C:13]2[C:8](=[CH:9][C:10]([OH:15])=[CH:11][CH:12]=2)[N:7]([CH2:16][C:17]2[CH:22]=[CH:21][CH:20]=[CH:19][CH:18]=2)[C:6]1=[O:23].[C:25]([O:29][C:30](=[O:37])[NH:31][CH2:32][CH2:33][CH2:34][CH2:35]Br)([CH3:28])([CH3:27])[CH3:26], predict the reaction product. (3) Given the reactants [NH2:1][C@H:2]1[C:7]([F:9])([F:8])[CH2:6][CH2:5][CH2:4][C@H:3]1[NH:10][C:11]1[N:12]=[C:13](Cl)[C:14]([C:17]#[N:18])=[N:15][CH:16]=1.[N:20]1[CH:25]=[CH:24][C:23]([C:26]2[CH:32]=[CH:31][C:29]([NH2:30])=[CH:28][CH:27]=2)=[CH:22][CH:21]=1.C([O-])([O-])=O.[K+].[K+].C1C=CC(P(C2C(C3C(P(C4C=CC=CC=4)C4C=CC=CC=4)=CC=C4C=3C=CC=C4)=C3C(C=CC=C3)=CC=2)C2C=CC=CC=2)=CC=1, predict the reaction product. The product is: [NH2:1][C@H:2]1[C:7]([F:9])([F:8])[CH2:6][CH2:5][CH2:4][C@H:3]1[NH:10][C:11]1[N:12]=[C:13]([NH:30][C:29]2[CH:28]=[CH:27][C:26]([C:23]3[CH:22]=[CH:21][N:20]=[CH:25][CH:24]=3)=[CH:32][CH:31]=2)[C:14]([C:17]#[N:18])=[N:15][CH:16]=1. (4) Given the reactants [C:1]([N:4]1[CH2:7][CH:6]([C:8]2[CH:13]=[CH:12][C:11]([C@H:14]([C:25]3[CH:30]=[CH:29][CH:28]=[CH:27][C:26]=3[CH3:31])[CH2:15][C:16]([C:18]3[CH:23]=[CH:22][N:21]=[C:20]([CH3:24])[CH:19]=3)=O)=[CH:10][CH:9]=2)[CH2:5]1)(=[O:3])[CH3:2].Cl.[NH2:33][OH:34].C(=O)([O-])O.[Na+], predict the reaction product. The product is: [OH:34]/[N:33]=[C:16](/[C:18]1[CH:23]=[CH:22][N:21]=[C:20]([CH3:24])[CH:19]=1)\[CH2:15][C@H:14]([C:11]1[CH:10]=[CH:9][C:8]([CH:6]2[CH2:5][N:4]([C:1](=[O:3])[CH3:2])[CH2:7]2)=[CH:13][CH:12]=1)[C:25]1[CH:30]=[CH:29][CH:28]=[CH:27][C:26]=1[CH3:31]. (5) Given the reactants [CH:1]1([C:7]([Cl:9])=[O:8])[CH2:6][CH2:5][CH2:4][CH2:3][CH2:2]1.[NH2:10][C@@H:11]1[CH2:16][CH2:15][CH2:14][N:13](C(OC(C)(C)C)=O)[CH2:12]1.C(=O)([O-])[O-].[K+].[K+], predict the reaction product. The product is: [ClH:9].[NH:13]1[CH2:14][CH2:15][CH2:16][C@@H:11]([NH:10][C:7]([CH:1]2[CH2:6][CH2:5][CH2:4][CH2:3][CH2:2]2)=[O:8])[CH2:12]1. (6) Given the reactants [Si]([O:8][C:9]1[CH:10]=[C:11]2[C:15](=[CH:16][CH:17]=1)[N:14]([C:18]([O:20][C:21]([CH3:24])([CH3:23])[CH3:22])=[O:19])[C:13]([C:25]1[C:26]([Cl:35])=[N:27][C:28]3[C:33]([CH:34]=1)=[CH:32][CH:31]=[CH:30][CH:29]=3)=[CH:12]2)(C(C)(C)C)(C)C.F.F.F.C(N(CC)CC)C, predict the reaction product. The product is: [Cl:35][C:26]1[C:25]([C:13]2[N:14]([C:18]([O:20][C:21]([CH3:24])([CH3:23])[CH3:22])=[O:19])[C:15]3[C:11]([CH:12]=2)=[CH:10][C:9]([OH:8])=[CH:17][CH:16]=3)=[CH:34][C:33]2[C:28](=[CH:29][CH:30]=[CH:31][CH:32]=2)[N:27]=1. (7) The product is: [O:1]=[C:2]1[NH:6][C:5]2([C:14]3[C:9](=[CH:8][CH:11]=[CH:12][CH:13]=3)[NH:10][C:7]2=[O:25])[C:4](=[O:15])[N:3]1[CH2:16][C:17]([O:19][C:20]([CH3:22])([CH3:23])[CH3:21])=[O:18]. Given the reactants [O:1]=[C:2]1[NH:6][C:5]2([C:14]3[C:9](=[N:10][CH:11]=[CH:12][CH:13]=3)[CH2:8][CH2:7]2)[C:4](=[O:15])[N:3]1[CH2:16][C:17]([O:19][C:20]([CH3:23])([CH3:22])[CH3:21])=[O:18].C(O)(C(F)(F)F)=[O:25], predict the reaction product. (8) Given the reactants Br[C:2]1[CH:3]=[C:4]([OH:8])[CH:5]=[CH:6][CH:7]=1.[O:9]1[CH:13]=[CH:12][CH:11]=[C:10]1B(O)O.C(=O)([O-])[O-].[Na+].[Na+], predict the reaction product. The product is: [O:9]1[CH:13]=[CH:12][CH:11]=[C:10]1[C:2]1[CH:3]=[C:4]([OH:8])[CH:5]=[CH:6][CH:7]=1.